Dataset: Forward reaction prediction with 1.9M reactions from USPTO patents (1976-2016). Task: Predict the product of the given reaction. (1) Given the reactants [CH:1]1([CH:4]([C:18]2[CH:23]=[CH:22][CH:21]=[CH:20][CH:19]=2)[NH:5][C:6]([C:8]2[CH:9]=[C:10]3[C:14](=[CH:15][CH:16]=2)[NH:13][N:12]=[C:11]3I)=[O:7])[CH2:3][CH2:2]1.CC1(C)C(C)(C)OB([C:32]2[CH:46]=[CH:45][C:35]([O:36][CH:37]3[CH2:42][CH2:41][N:40]([CH:43]=[O:44])[CH2:39][CH2:38]3)=[CH:34][CH:33]=2)O1, predict the reaction product. The product is: [CH:1]1([CH:4]([C:18]2[CH:23]=[CH:22][CH:21]=[CH:20][CH:19]=2)[NH:5][C:6]([C:8]2[CH:9]=[C:10]3[C:14](=[CH:15][CH:16]=2)[NH:13][N:12]=[C:11]3[C:32]2[CH:33]=[CH:34][C:35]([O:36][CH:37]3[CH2:38][CH2:39][N:40]([CH:43]=[O:44])[CH2:41][CH2:42]3)=[CH:45][CH:46]=2)=[O:7])[CH2:3][CH2:2]1. (2) The product is: [C:1]([O:5][C:6]([NH:8][C@:9]([CH3:31])([CH2:12][CH2:13][C:14]1[O:15][C:16]([C:19](=[O:30])[CH2:20][CH2:21][CH2:22][CH2:23][C:24]2[CH:25]=[CH:26][CH:27]=[CH:28][CH:29]=2)=[CH:17][CH:18]=1)[CH:10]=[O:11])=[O:7])([CH3:4])([CH3:2])[CH3:3]. Given the reactants [C:1]([O:5][C:6]([NH:8][C@:9]([CH3:31])([CH2:12][CH2:13][C:14]1[O:15][C:16]([C:19](=[O:30])[CH2:20][CH2:21][CH2:22][CH2:23][C:24]2[CH:29]=[CH:28][CH:27]=[CH:26][CH:25]=2)=[CH:17][CH:18]=1)[CH2:10][OH:11])=[O:7])([CH3:4])([CH3:3])[CH3:2].CC(OI1(OC(C)=O)(OC(C)=O)OC(=O)C2C=CC=CC1=2)=O, predict the reaction product.